This data is from Drug-target binding data from BindingDB using Ki measurements. The task is: Regression. Given a target protein amino acid sequence and a drug SMILES string, predict the binding affinity score between them. We predict pKi (pKi = -log10(Ki in M); higher means stronger inhibition). Dataset: bindingdb_ki. (1) The compound is CN(Cc1cnc2nc(N)nc(N)c2n1)c1ccc(C(=O)N[C@@H](CCC(=O)O)C(=O)O)cc1. The target protein (P48760) has sequence MSWARSRLCSTLSLAAVSARGATTEGAARRGMSAWPAPQEPGMEYQDAVRTLNTLQTNASYLEQVKRQRSDPQAQLEAMEMYLARSGLQVEDLNRLNIIHVTGTKGKGSTCAFTERILRNYGLKTGFFSSPHMVQVRERIRINGKPISPELFTKHFWCLYNQLEEFKDDSHVSMPSYFRFLTLMAFHVFLQEKVDLAVVEVGIGGAFDCTNIIRKPVVCGVSSLGIDHTSLLGDTVEKIAWQKGGIFKPGVPAFTVVQPEGPLAVLRDRAQQIGCPLYLCPPLEALEEVGLPLSLGLEGAHQRSNAALALQLAHCWLERQDHQDIQELKVSRPSIRWQLPLAPVFRPTPHMRRGLRDTVWPGRTQILQRGPLTWYLDGAHTTSSVQACVHWYRQSLERSKRTDGGSEVHILLFNSTGDRDSAALLKLLQPCQFDYAVFCPNVTEVSSIGNADQQNFTVTLDQVLLRCLQHQQHWNGLAEKQASSNLWSSCGPDPAGPGSL.... The pKi is 3.8. (2) The compound is CCC(C)[C@H](NC(=O)[C@@H]1CCCN1C(=O)[C@@H](N)Cc1ccc(O)cc1)C(=O)N[C@@H](CCCCN)C(=O)N1CCC[C@H]1C(=O)N[C@@H](CCC(=O)O)C(=O)N[C@@H](C)C(=O)N1CCC[C@H]1C(=O)NCC(=O)N[C@@H](CCC(=O)O)C(=O)N[C@@H](CC(=O)O)C(=O)N[C@@H](C)C(=O)N[C@@H](CO)C(=O)N1CCC[C@H]1C(=O)N[C@@H](CCC(=O)O)C(=O)N[C@@H](CCC(=O)O)C(=O)N[C@@H](CC(C)C)C(=O)N[C@@H](CC(N)=O)C(=O)N[C@@H](CCCN=C(N)N)C(=O)N[C@@H](Cc1ccc(O)cc1)C(=O)N[C@@H](Cc1ccc(O)cc1)C(=O)N[C@@H](C)C(=O)N[C@@H](CO)C(=O)N[C@@H](CC(C)C)C(=O)N[C@@H](CCCN=C(N)N)C(=O)N[C@@H](Cc1c[nH]cn1)C(=O)N[C@@H](Cc1ccc(O)cc1)C(=O)N[C@@H](CC(C)C)C(=O)N[C@@H](CC(N)=O)C(=O)N[C@@H](CC(C)C)C(=O)N[C@@H](CC(C)C)C(=O)N[C@H](C(=O)N[C@@H](CCCN=C(N)N)C(=O)N1CCC[C@H]1C(=O)N[C@@H](CCCN=C(N)N)C(=O)N[C@@H](Cc1ccc(O)cc1)C(=O)O)[C@@H](C)O. The target protein sequence is MNISHFLGLLFPGAPQGQNRSKAKGIPYNFSDHCQDSIDPMVFVVTSYSIETIVGVLGNLCLICVTIRQKEKANVTNLLIANLAFSDFLMCLICQPLTAIYTIMDYWVFGEVLCKISAFIQCMSVTVSILSLVLVALERHQLIINPTGWKPSVSQAYLGIVVIWLIACFLSLPFLANSILQNVFHKNHSKAVEFLADKVVCTESWPLEHHRIIYTTFLLLFQYCIPLAFILVCYVRIYQRLRKRGRVFHKGAYSSRAWQMKRINGILAAMVVAFAVLWLPLHVFNSLEDWYHEAIPICHGNLIFLVCHLLAMASTCVNPFIYGFLNTNFKKEVKALVLTCQQSIPVEESEHLPLSTVQTEISKGSLRLSGRSNPI. The pKi is 7.8.